Dataset: Forward reaction prediction with 1.9M reactions from USPTO patents (1976-2016). Task: Predict the product of the given reaction. (1) The product is: [NH:7]1[C:8]2[C:13](=[CH:12][CH:11]=[CH:10][CH:9]=2)[C:5]([C:3](=[O:4])[CH:2]([NH:20][C:21]2[CH:22]=[C:23]([CH:27]=[CH:28][CH:29]=2)[C:24]([NH2:26])=[O:25])[C:14]2[CH:19]=[CH:18][CH:17]=[CH:16][CH:15]=2)=[CH:6]1. Given the reactants Cl[CH:2]([C:14]1[CH:19]=[CH:18][CH:17]=[CH:16][CH:15]=1)[C:3]([C:5]1[C:13]2[C:8](=[CH:9][CH:10]=[CH:11][CH:12]=2)[NH:7][CH:6]=1)=[O:4].[NH2:20][C:21]1[CH:22]=[C:23]([CH:27]=[CH:28][CH:29]=1)[C:24]([NH2:26])=[O:25].CCN(C(C)C)C(C)C, predict the reaction product. (2) Given the reactants [Br:1][C:2]1[CH:7]=[CH:6][C:5]([NH:8][C:9]2[N:14]=[C:13]([CH3:15])[C:12]([CH2:16][OH:17])=[CH:11][N:10]=2)=[CH:4][CH:3]=1, predict the reaction product. The product is: [Br:1][C:2]1[CH:3]=[CH:4][C:5]([NH:8][C:9]2[N:14]=[C:13]([CH3:15])[C:12]([CH:16]=[O:17])=[CH:11][N:10]=2)=[CH:6][CH:7]=1. (3) Given the reactants [CH:1]1([NH:6][C:7]2[N:12]=[C:11]([C:13]3[C:14]([CH2:24][CH:25]([CH3:27])[CH3:26])=[N:15][N:16]4[C:21]([S:22][CH3:23])=[CH:20][CH:19]=[CH:18][C:17]=34)[CH:10]=[CH:9][N:8]=2)[CH2:5][CH2:4][CH2:3][CH2:2]1.C(=O)(O)[O-:29].[Na+].ClC1C=CC=C(C(OO)=O)C=1, predict the reaction product. The product is: [CH:1]1([NH:6][C:7]2[N:12]=[C:11]([C:13]3[C:14]([CH2:24][CH:25]([CH3:27])[CH3:26])=[N:15][N:16]4[C:21]([S:22]([CH3:23])=[O:29])=[CH:20][CH:19]=[CH:18][C:17]=34)[CH:10]=[CH:9][N:8]=2)[CH2:2][CH2:3][CH2:4][CH2:5]1. (4) Given the reactants [Cl:1][C:2]1[C:3]([F:31])=[C:4]([CH:8]2[C:12]([C:15]3[CH:20]=[CH:19][C:18]([Cl:21])=[CH:17][C:16]=3[F:22])([C:13]#[N:14])[CH:11]([CH2:23][C:24]([CH3:27])([CH3:26])[CH3:25])[NH:10][CH:9]2[C:28](O)=[O:29])[CH:5]=[CH:6][CH:7]=1.CN(C(ON1N=NC2C=CC=NC1=2)=[N+](C)C)C.F[P-](F)(F)(F)(F)F.CCN(C(C)C)C(C)C.[NH2:65][C:66]1[CH:67]=[C:68]([CH:72]=[CH:73][CH:74]=1)[C:69]([NH2:71])=[O:70], predict the reaction product. The product is: [C:69]([C:68]1[CH:67]=[C:66]([NH:65][C:28]([CH:9]2[CH:8]([C:4]3[CH:5]=[CH:6][CH:7]=[C:2]([Cl:1])[C:3]=3[F:31])[C:12]([C:15]3[CH:20]=[CH:19][C:18]([Cl:21])=[CH:17][C:16]=3[F:22])([C:13]#[N:14])[CH:11]([CH2:23][C:24]([CH3:25])([CH3:27])[CH3:26])[NH:10]2)=[O:29])[CH:74]=[CH:73][CH:72]=1)(=[O:70])[NH2:71]. (5) Given the reactants C([O-])([O-])=O.[K+].[K+].[CH2:7]([O:9][C:10](=[O:23])[C:11]1[CH:16]=[C:15](I)[C:14]([O:18][CH2:19][CH2:20][OH:21])=[C:13]([Br:22])[CH:12]=1)[CH3:8].[CH3:24][O:25][C:26]1[CH:27]=[C:28](B(O)O)[CH:29]=[CH:30][CH:31]=1.C(Cl)Cl.B(O)O, predict the reaction product. The product is: [CH2:7]([O:9][C:10](=[O:23])[C:11]1[CH:16]=[C:15]([C:30]2[CH:29]=[CH:28][CH:27]=[C:26]([O:25][CH3:24])[CH:31]=2)[C:14]([O:18][CH2:19][CH2:20][OH:21])=[C:13]([Br:22])[CH:12]=1)[CH3:8]. (6) Given the reactants Cl.[O:2]1[CH2:7][CH2:6][CH:5]([NH2:8])[CH2:4][CH2:3]1.Cl[C:10]([O:12][C:13]1[CH:18]=[CH:17][C:16]([N+:19]([O-:21])=[O:20])=[CH:15][CH:14]=1)=[O:11].C(N(C(C)C)CC)(C)C.C(=O)([O-])O.[Na+], predict the reaction product. The product is: [O:2]1[CH2:7][CH2:6][CH:5]([NH:8][C:10](=[O:11])[O:12][C:13]2[CH:14]=[CH:15][C:16]([N+:19]([O-:21])=[O:20])=[CH:17][CH:18]=2)[CH2:4][CH2:3]1. (7) Given the reactants [CH3:1][C:2]1[CH:11]=[CH:10][C:5]([C:6]([O:8][CH3:9])=[O:7])=[CH:4][N:3]=1.[CH3:12][C:13]1[O:17][N:16]=[C:15]([C:18]2[CH:23]=[CH:22][CH:21]=[CH:20][CH:19]=2)[C:14]=1[CH:24]=O, predict the reaction product. The product is: [CH3:9][O:8][C:6](=[O:7])[C:5]1[CH:10]=[CH:11][C:2](/[CH:1]=[CH:24]/[C:14]2[C:15]([C:18]3[CH:23]=[CH:22][CH:21]=[CH:20][CH:19]=3)=[N:16][O:17][C:13]=2[CH3:12])=[N:3][CH:4]=1.